This data is from Full USPTO retrosynthesis dataset with 1.9M reactions from patents (1976-2016). The task is: Predict the reactants needed to synthesize the given product. Given the product [N+:1]([C:4]1[CH:5]=[C:6]([CH:11]=[CH:12][C:13]=1[O:14][CH2:24][CH2:23][NH2:22])[C:7]([O:9][CH3:10])=[O:8])([O-:3])=[O:2], predict the reactants needed to synthesize it. The reactants are: [N+:1]([C:4]1[CH:5]=[C:6]([CH:11]=[CH:12][C:13]=1[OH:14])[C:7]([O:9][CH3:10])=[O:8])([O-:3])=[O:2].C([NH:22][CH2:23][CH2:24]O)(OC(C)(C)C)=O.C1C=CC(P(C2C=CC=CC=2)C2C=CC=CC=2)=CC=1.CC(OC(/N=N/C(OC(C)C)=O)=O)C.